This data is from Experimentally validated miRNA-target interactions with 360,000+ pairs, plus equal number of negative samples. The task is: Binary Classification. Given a miRNA mature sequence and a target amino acid sequence, predict their likelihood of interaction. (1) The miRNA is hsa-miR-27a-3p with sequence UUCACAGUGGCUAAGUUCCGC. The protein sequence of the target gene is MGDAAADPPGPALPCEFLRPGCGAPLSPGAQLGRGAPTSAFPPPAAEAHPAARRGLRSPQLPSGAMSQNGAPGMQEESLQGSWVELHFSNNGNGGSVPASVSIYNGDMEKILLDAQHESGRSSSKSSHCDSPPRSQTPQDTNRASETDTHSIGEKNSSQSEEDDIERRKEVESILKKNSDWIWDWSSRPENIPPKEFLFKHPKRTATLSMRNTSVMKKGGIFSAEFLKVFLPSLLLSHLLAIGLGIYIGRRLTTSTSTF. Result: 1 (interaction). (2) The miRNA is hsa-miR-3192-5p with sequence UCUGGGAGGUUGUAGCAGUGGAA. The protein sequence of the target gene is MEEESGEELGLDRSTPKDFHFYHMDLYDSEDRLHLFPEENTRMRKVVQAEMANESRGAGDGKAQRDLQEEVDELVHLYGLEDDHELGDEFVDENIPRTGVSEYPPYMMKRRDPAREQRDWRLSGEAAEAEDLGFGGWGSAGQCQDLREAYRYTHGRASEEYECYVIPEEEDEEEAADVFCVTCKTPIRAFQKVFDEHKEHEVIPLNEALESAKDEIHKNMYKLEKQIIEMENFANHLEEVFITVEENFGKQEQNFESHYNEILETLAQKYEEKIQALGEKKKEKLEALYGQLVSCGENLD.... Result: 0 (no interaction). (3) The miRNA is hsa-miR-650 with sequence AGGAGGCAGCGCUCUCAGGAC. The protein sequence of the target gene is MERVNDASCGPSGCYTYQVSRHSTEMLHNLNQQRKNGGRFCDVLLRVGDESFPAHRAVLAACSEYFESVFSAQLGDGGAADGGPADVGGATAAPGGGAGGSRELEMHTISSKVFGDILDFAYTSRIVVRLESFPELMTAAKFLLMRSVIEICQEVIKQSNVQILVPPARADIMLFRPPGTSDLGFPLDMTNGAALAANSNGIAGSMQPEEEAARAAGAAIAGQASLPVLPGVDRLPMVAGPLSPQLLTSPFPSVASSAPPLTGKRGRGRPRKANLLDSMFGSPGGLREAGILPCGLCGKV.... Result: 1 (interaction). (4) The miRNA is rno-miR-10b-5p with sequence CCCUGUAGAACCGAAUUUGUGU. The protein sequence of the target gene is MWIFSSLCAVLTILAMDDVATEAKTTPYTKFTKKSEGKEMLKGLKPSSGFFLDGEETVHTETAAMAEPTTGSPALAMAESTAGPSASATTRLLPFESFSLDTTGFVLNCCHCCSFVTGQKGEPGKMGKQGPKGETGDTGSPGHPGTTGPQGPKGQKGEKGLKGDRGDQGAGGIPGYPGKPGEQGALGPKGDKGTIGPAGTKGQKGSKGELCGNGTKGEKGDPGASGAHGFIGEPGAKGEKGGVGEKGYRGDLGERGEKGQKGEKGMEGEKGSRGDVGSEGKRGSDGLPGLRGDSGPKGEK.... Result: 0 (no interaction). (5) The miRNA is hsa-miR-6089 with sequence GGAGGCCGGGGUGGGGCGGGGCGG. The protein sequence of the target gene is MWPLWLCWALWVLPLAGPGAALTEEQLLGSLLRQLQLSEVPVLDRADMEKLVIPAHVRAQYVVLLRRSHGDRSRGKRFSQSFREVAGRFLASEASTHLLVFGMEQRLPPNSELVQAVLRLFQEPVPKAALHRHGRLSPRSAQARVTVEWLRVRDDGSNRTSLIDSRLVSVHESGWKAFDVTEAVNFWQQLSRPRQPLLLQVSVQREHLGPLASGAHKLVRFASQGAPAGLGEPQLELHTLDLRDYGAQGDCDPEAPMTEGTRCCRQEMYIDLQGMKWAKNWVLEPPGFLAYECVGTCQQP.... Result: 0 (no interaction). (6) The miRNA is hsa-miR-193b-3p with sequence AACUGGCCCUCAAAGUCCCGCU. The protein sequence of the target gene is MPPKKDAPVKKPAGPSISKPAAKSTPGTPLAKAKAEPAAPQAPAKSQEPPVDLSKVVIEFNKDQLEEFREAFELFDRVGDGKILYSQCGDLMRALGQNPTNAEVLKVLGNPKNEELKSRRVDFETFLPMLQAVAKNRDQGTYEDYLEGLRVFDKEGNGKVMGAELRHVLTTLGEKMTEEEVETVLAGHEDSNGCINYEAFLKHILSL. Result: 0 (no interaction). (7) The miRNA is hsa-miR-335-5p with sequence UCAAGAGCAAUAACGAAAAAUGU. The protein sequence of the target gene is MRKQGVSSKRLQSSGRSQSKGRRGASLAREPEVEEEMEKSALGGGKLPRGSWRSSPGRIQSLKERKGLELEVVAKTFLLGPFQFVRNSLAQLREKVQELQARRFSSRTTLGIAVFVAILHWLHLVTLFENDRHFSHLSSLEREMTFRTEMGLYYSYFKTIIEAPSFLEGLWMIMNDRLTEYPLIINAIKRFHLYPEVIIASWYCTFMGIMNLFGLETKTCWNVTRIEPLNEVQSCEGLGDPACFYVGVIFILNGLMMGLFFMYGAYLSGTQLGGLITVLCFFFNHGEATRVMWTPPLRES.... Result: 1 (interaction).